Dataset: Reaction yield outcomes from USPTO patents with 853,638 reactions. Task: Predict the reaction yield, written as a fraction of the theoretical maximum amount of product (1.0 means a 100% yield; for example, 0.34 means a 34% yield). (1) The catalyst is Cl. The yield is 0.980. The reactants are [O:1]([CH2:21][CH2:22][NH:23][C:24]([C:26]1[S:27][C:28]2[CH:34]=[CH:33][C:32]([O:35][CH3:36])=[C:31]([N+:37]([O-])=O)[C:29]=2[N:30]=1)=[O:25])[CH2:2][CH2:3][NH:4][C:5]([C:7]1[S:8][C:9]2[CH:15]=[CH:14][C:13]([O:16][CH3:17])=[C:12]([N+:18]([O-])=O)[C:10]=2[N:11]=1)=[O:6].O. The product is [O:1]([CH2:21][CH2:22][NH:23][C:24]([C:26]1[S:27][C:28]2[CH:34]=[CH:33][C:32]([O:35][CH3:36])=[C:31]([NH2:37])[C:29]=2[N:30]=1)=[O:25])[CH2:2][CH2:3][NH:4][C:5]([C:7]1[S:8][C:9]2[CH:15]=[CH:14][C:13]([O:16][CH3:17])=[C:12]([NH2:18])[C:10]=2[N:11]=1)=[O:6]. (2) The reactants are [F:1][C:2]1[CH:7]=[CH:6][C:5]([C:8]2[N:9]=[C:10]([CH2:13][CH2:14][NH2:15])[S:11][CH:12]=2)=[CH:4][CH:3]=1.[F:16][C:17]([F:33])([F:32])[C:18]1[O:22][N:21]=[C:20]([C:23]2[CH:24]=[C:25]([CH:29]=[CH:30][CH:31]=2)[C:26](O)=[O:27])[N:19]=1. No catalyst specified. The product is [F:1][C:2]1[CH:3]=[CH:4][C:5]([C:8]2[N:9]=[C:10]([CH2:13][CH2:14][NH:15][C:26](=[O:27])[C:25]3[CH:29]=[CH:30][CH:31]=[C:23]([C:20]4[N:19]=[C:18]([C:17]([F:33])([F:32])[F:16])[O:22][N:21]=4)[CH:24]=3)[S:11][CH:12]=2)=[CH:6][CH:7]=1. The yield is 0.860. (3) The yield is 0.540. The product is [CH:66]1([C:64]([NH:63][C:61]2[N:62]=[C:57]3[CH:56]=[CH:55][C:54]([O:53][C:52]4[CH:51]=[C:50]([NH:49][C:40]([C:37]5[N:38]=[N:39][N:35]([CH3:34])[N:36]=5)=[O:42])[CH:71]=[CH:70][CH:69]=4)=[CH:59][N:58]3[CH:60]=2)=[O:65])[CH2:67][CH2:68]1. The reactants are CN1C(C(NC2C=CC=C(OC3C=CC4N(C=C(NC(=O)C(F)(F)F)N=4)C=3)C=2)=O)=CC(C)=N1.[CH3:34][N:35]1[N:39]=[N:38][C:37]([C:40]([OH:42])=O)=[N:36]1.C(Cl)(=O)C(Cl)=O.[NH2:49][C:50]1[CH:51]=[C:52]([CH:69]=[CH:70][CH:71]=1)[O:53][C:54]1[CH:55]=[CH:56][C:57]2[N:58]([CH:60]=[C:61]([NH:63][C:64]([CH:66]3[CH2:68][CH2:67]3)=[O:65])[N:62]=2)[CH:59]=1. The catalyst is CN(C)C=O.CN(C)C(=O)C.O1CCCC1. (4) The yield is 0.200. The reactants are Cl[CH2:2][C:3]1[CH:28]=[CH:27][C:6]([O:7][CH2:8][C:9]2[N:10]=[C:11]([C:15]3[CH:20]=[CH:19][C:18]([CH2:21][C:22]([O:24][CH2:25][CH3:26])=[O:23])=[CH:17][CH:16]=3)[O:12][C:13]=2[CH3:14])=[C:5]([O:29][CH3:30])[CH:4]=1.Cl.[CH2:32]([C:34]1[O:35][CH:36]=[C:37](/[CH:39]=[CH:40]/[C:41]2[C:42]([OH:52])=[N:43][N:44]([C:46]3[CH:51]=[CH:50][CH:49]=[CH:48][CH:47]=3)[CH:45]=2)[N:38]=1)[CH3:33].C(=O)([O-])[O-].[K+].[K+].CN(C)C=O. The product is [CH2:32]([C:34]1[O:35][CH:36]=[C:37](/[CH:39]=[CH:40]/[C:41]2[C:42]([O:52][CH2:2][C:3]3[CH:28]=[CH:27][C:6]([O:7][CH2:8][C:9]4[N:10]=[C:11]([C:15]5[CH:20]=[CH:19][C:18]([CH2:21][C:22]([O:24][CH2:25][CH3:26])=[O:23])=[CH:17][CH:16]=5)[O:12][C:13]=4[CH3:14])=[C:5]([O:29][CH3:30])[CH:4]=3)=[N:43][N:44]([C:46]3[CH:51]=[CH:50][CH:49]=[CH:48][CH:47]=3)[CH:45]=2)[N:38]=1)[CH3:33]. The catalyst is O. (5) The reactants are C([Li])CCC.[CH3:6][C@H:7]1[C@@H:11]([C:12]2[CH:17]=[CH:16][CH:15]=[CH:14][CH:13]=2)[O:10][C:9](=[O:18])[NH:8]1.[Br:19][CH2:20][C:21](Cl)=[O:22].[Cl-].[NH4+].C(=O)(O)[O-].[Na+]. The catalyst is CCCCCC.O1CCCC1.O. The product is [Br:19][CH2:20][C:21]([N:8]1[C@@H:7]([CH3:6])[C@@H:11]([C:12]2[CH:17]=[CH:16][CH:15]=[CH:14][CH:13]=2)[O:10][C:9]1=[O:18])=[O:22]. The yield is 0.760.